Dataset: Full USPTO retrosynthesis dataset with 1.9M reactions from patents (1976-2016). Task: Predict the reactants needed to synthesize the given product. (1) Given the product [C:1]([CH:5]1[CH2:9][CH2:8][N:7]([C:10]2[N:15]=[C:14]([NH:16][C:17]3[C:18]4[N:19]([CH:32]=[CH:33][N:34]=4)[N:20]=[C:21]([C:23]4[CH:24]=[C:25]([CH:29]=[CH:30][CH:31]=4)[C:26]([NH2:38])=[O:27])[CH:22]=3)[CH:13]=[CH:12][CH:11]=2)[CH2:6]1)([CH3:2])([CH3:4])[CH3:3], predict the reactants needed to synthesize it. The reactants are: [C:1]([CH:5]1[CH2:9][CH2:8][N:7]([C:10]2[N:15]=[C:14]([NH:16][C:17]3[C:18]4[N:19]([CH:32]=[CH:33][N:34]=4)[N:20]=[C:21]([C:23]4[CH:24]=[C:25]([CH:29]=[CH:30][CH:31]=4)[C:26](O)=[O:27])[CH:22]=3)[CH:13]=[CH:12][CH:11]=2)[CH2:6]1)([CH3:4])([CH3:3])[CH3:2].[NH4+].CC[N:38]=C=NCCCN(C)C.C1C=CC2N(O)N=NC=2C=1.CCN(CC)CC. (2) Given the product [CH3:13][O:12][C:9]1[CH:10]=[C:11]2[C:6](=[CH:7][C:8]=1[O:14][CH2:15][CH2:16][CH2:17][N:18]([CH3:23])[S:19]([CH3:22])(=[O:21])=[O:20])[N:5]=[CH:4][N:3]=[C:2]2[O:30][C:31]1[CH:32]=[C:33]2[C:37](=[CH:38][CH:39]=1)[NH:36][C:35]([CH3:40])=[CH:34]2, predict the reactants needed to synthesize it. The reactants are: Cl[C:2]1[C:11]2[C:6](=[CH:7][C:8]([O:14][CH2:15][CH2:16][CH2:17][N:18]([CH3:23])[S:19]([CH3:22])(=[O:21])=[O:20])=[C:9]([O:12][CH3:13])[CH:10]=2)[N:5]=[CH:4][N:3]=1.C(=O)([O-])[O-].[K+].[K+].[OH:30][C:31]1[CH:32]=[C:33]2[C:37](=[CH:38][CH:39]=1)[NH:36][C:35]([CH3:40])=[CH:34]2. (3) Given the product [CH:8]1([CH2:7][N:6]2[C:2]([C:34]3[CH:33]=[C:32]([C:28]([CH3:30])([CH3:29])[CH3:31])[CH:37]=[C:36]([C:38]([CH3:41])([CH3:40])[CH3:39])[CH:35]=3)=[CH:3][C:4]([S:15]([CH2:18][CH:19]3[CH2:21][CH2:20]3)(=[O:17])=[O:16])=[C:5]2[CH3:14])[CH2:13][CH2:12][CH2:11][CH2:10][CH2:9]1, predict the reactants needed to synthesize it. The reactants are: Br[C:2]1[N:6]([CH2:7][CH:8]2[CH2:13][CH2:12][CH2:11][CH2:10][CH2:9]2)[C:5]([CH3:14])=[C:4]([S:15]([CH2:18][CH:19]2[CH2:21][CH2:20]2)(=[O:17])=[O:16])[CH:3]=1.C([O-])([O-])=O.[K+].[K+].[C:28]([C:32]1[CH:33]=[C:34](B(O)O)[CH:35]=[C:36]([C:38]([CH3:41])([CH3:40])[CH3:39])[CH:37]=1)([CH3:31])([CH3:30])[CH3:29]. (4) Given the product [CH3:17][C:13]1[C:12]([CH2:18][CH2:19][S:20]([N:23]2[CH2:40][CH2:39][C:26]3([N:30]=[C:29]([CH:31]4[CH2:32][CH2:33][CH:34]([CH3:37])[CH2:35][CH2:36]4)[NH:28][C:27]3=[O:38])[CH2:25][CH2:24]2)(=[O:22])=[O:21])=[C:11]([CH3:41])[CH:10]=[C:9]2[C:14]=1[C:15](=[O:16])[NH:6][C:7](=[O:42])[NH:8]2, predict the reactants needed to synthesize it. The reactants are: Br.C([N:6]1[C:15](=[O:16])[C:14]2[C:9](=[CH:10][C:11]([CH3:41])=[C:12]([CH2:18][CH2:19][S:20]([N:23]3[CH2:40][CH2:39][C:26]4([N:30]=[C:29]([CH:31]5[CH2:36][CH2:35][CH:34]([CH3:37])[CH2:33][CH2:32]5)[NH:28][C:27]4=[O:38])[CH2:25][CH2:24]3)(=[O:22])=[O:21])[C:13]=2[CH3:17])[NH:8][C:7]1=[O:42])(C)(C)C. (5) The reactants are: C([O:3][C:4]([C:6]1([C:55]([O:57]CC)=[O:56])[CH2:11][CH2:10][N:9]([CH2:12][CH2:13][NH:14][C@:15]23[CH2:51][CH2:50][C@@H:49]([C:52]([CH3:54])=[CH2:53])[C@@H:16]2[C@@H:17]2[C@@:30]([CH3:33])([CH2:31][CH2:32]3)[C@@:29]3([CH3:34])[C@@H:20]([C@:21]4([CH3:48])[C@@H:26]([CH2:27][CH2:28]3)[C:25]([CH3:36])([CH3:35])[C:24]([C:37]3[CH2:42][CH2:41][C@:40]([CH2:46][F:47])([C:43]([OH:45])=[O:44])[CH2:39][CH:38]=3)=[CH:23][CH2:22]4)[CH2:19][CH2:18]2)[CH2:8][CH2:7]1)=[O:5])C.CO.[OH-].[Na+]. Given the product [C:43]([C@@:40]1([CH2:46][F:47])[CH2:41][CH2:42][C:37]([C:24]2[C:25]([CH3:36])([CH3:35])[C@H:26]3[C@:21]([CH3:48])([CH2:22][CH:23]=2)[C@@H:20]2[C@:29]([CH3:34])([C@@:30]4([CH3:33])[C@H:17]([CH2:18][CH2:19]2)[C@H:16]2[C@H:49]([C:52]([CH3:54])=[CH2:53])[CH2:50][CH2:51][C@:15]2([NH:14][CH2:13][CH2:12][N:9]2[CH2:10][CH2:11][C:6]([C:4]([OH:5])=[O:3])([C:55]([OH:57])=[O:56])[CH2:7][CH2:8]2)[CH2:32][CH2:31]4)[CH2:28][CH2:27]3)=[CH:38][CH2:39]1)([OH:45])=[O:44], predict the reactants needed to synthesize it. (6) Given the product [O:15]1[CH2:19][CH2:18][CH:17]([CH2:20][NH:21][C:11]([C:8]2[CH:7]=[C:6]([CH:2]([F:1])[CH2:3][CH2:4][CH3:5])[O:10][N:9]=2)=[O:13])[CH2:16]1, predict the reactants needed to synthesize it. The reactants are: [F:1][CH:2]([C:6]1[O:10][N:9]=[C:8]([C:11]([OH:13])=O)[CH:7]=1)[CH2:3][CH2:4][CH3:5].Cl.[O:15]1[CH2:19][CH2:18][CH:17]([CH2:20][NH2:21])[CH2:16]1.C(N(CC)CC)C.ON1C2C=CC=CC=2N=N1.Cl.C(N=C=NCCCN(C)C)C. (7) Given the product [NH2:16][C:3]1([O:24][CH3:23])[CH2:4][CH2:5][CH2:6][CH2:7][C:2]1=[C:8]=[O:10], predict the reactants needed to synthesize it. The reactants are: N[C:2]1([C:8]([OH:10])=O)[CH2:7][CH2:6][CH2:5][CH2:4][CH2:3]1.C[Si](C=[N+:16]=[N-])(C)C.O1CCCC1[CH2:23][OH:24]. (8) The reactants are: [CH2:1]([O:8][C:9]1[CH:14]=[C:13]([F:15])[CH:12]=[CH:11][C:10]=1[NH:16][C:17]1[C:26]2[C:21](=[CH:22][C:23](Br)=[CH:24][C:25]=2[CH3:27])[N:20]=[CH:19][N:18]=1)[C:2]1[CH:7]=[CH:6][CH:5]=[CH:4][CH:3]=1.[CH3:29][S:30]([CH3:33])(=[NH:32])=[O:31].C(P(C(C)(C)C)C1C=CC=CC=1C1C=CC=CC=1)(C)(C)C.CC(C)([O-])C.[Na+]. Given the product [CH2:1]([O:8][C:9]1[CH:14]=[C:13]([F:15])[CH:12]=[CH:11][C:10]=1[NH:16][C:17]1[C:26]2[C:21](=[CH:22][C:23]([N:32]=[S:30]([CH3:33])([CH3:29])=[O:31])=[CH:24][C:25]=2[CH3:27])[N:20]=[CH:19][N:18]=1)[C:2]1[CH:7]=[CH:6][CH:5]=[CH:4][CH:3]=1, predict the reactants needed to synthesize it. (9) Given the product [CH3:3][O:4][C:5]1[CH:14]=[CH:13][C:12]([C:15]2[S:16][CH:17]=[CH:18][CH:19]=2)=[CH:11][C:6]=1[C:7]([OH:9])=[O:8], predict the reactants needed to synthesize it. The reactants are: [OH-].[Li+].[CH3:3][O:4][C:5]1[CH:14]=[CH:13][C:12]([C:15]2[S:16][CH:17]=[CH:18][CH:19]=2)=[CH:11][C:6]=1[C:7]([O:9]C)=[O:8]. (10) Given the product [OH:8][CH2:1][CH2:2][CH2:3][CH2:4][CH2:5][CH2:6][CH2:7][CH2:31][C:32]([O:35][CH3:34])=[O:36], predict the reactants needed to synthesize it. The reactants are: [CH2:1]([O:8][C@H]1C[C@@H]([O:8][CH2:1][C:2]2[CH:7]=[CH:6][CH:5]=[CH:4][CH:3]=2)[C@H](C)O[C@H]1O[C@@H](CCC=C)C)[C:2]1[CH:7]=[CH:6][CH:5]=[CH:4][CH:3]=1.[C:31](#N)[CH3:32].[CH3:34][OH:35].[OH2:36].